From a dataset of Retrosynthesis with 50K atom-mapped reactions and 10 reaction types from USPTO. Predict the reactants needed to synthesize the given product. (1) Given the product Oc1ccc(-c2ccncc2)cc1, predict the reactants needed to synthesize it. The reactants are: c1ccc(COc2ccc(-c3ccncc3)cc2)cc1. (2) Given the product O=CCc1c[nH]c2ccccc12, predict the reactants needed to synthesize it. The reactants are: OCCc1c[nH]c2ccccc12.